From a dataset of Catalyst prediction with 721,799 reactions and 888 catalyst types from USPTO. Predict which catalyst facilitates the given reaction. (1) Reactant: [CH3:1][C:2]1[CH:7]=[C:6]([C:8]2[CH:16]=[CH:15][C:11]([C:12]([OH:14])=O)=[CH:10][CH:9]=2)[CH:5]=[CH:4][N:3]=1.[Br:17][C:18]1[CH:19]=[C:20]2[C:25](=[CH:26][CH:27]=1)[CH:24]=[C:23]([S:28]([N:31]1[CH2:36][CH2:35][NH:34][CH2:33][CH2:32]1)(=[O:30])=[O:29])[CH:22]=[CH:21]2.Cl.CN(C)CCCN=C=NCC. Product: [Br:17][C:18]1[CH:19]=[C:20]2[C:25](=[CH:26][CH:27]=1)[CH:24]=[C:23]([S:28]([N:31]1[CH2:32][CH2:33][N:34]([C:12](=[O:14])[C:11]3[CH:10]=[CH:9][C:8]([C:6]4[CH:5]=[CH:4][N:3]=[C:2]([CH3:1])[CH:7]=4)=[CH:16][CH:15]=3)[CH2:35][CH2:36]1)(=[O:29])=[O:30])[CH:22]=[CH:21]2. The catalyst class is: 3. (2) Reactant: [CH3:1][C:2]1[CH:3]=[CH:4][C:5]([NH2:8])=[N:6][CH:7]=1.CCN(CC)CC.[CH3:16][C:17]([CH3:22])([CH3:21])[C:18](Cl)=[O:19]. Product: [CH3:16][C:17]([CH3:22])([CH3:21])[C:18]([NH:8][C:5]1[CH:4]=[CH:3][C:2]([CH3:1])=[CH:7][N:6]=1)=[O:19]. The catalyst class is: 2. (3) Reactant: [N+:1]([C:4]1[CH:9]=[C:8]([N+:10]([O-:12])=[O:11])[CH:7]=[CH:6][C:5]=1[CH2:13][C:14]([O:16][CH2:17][CH2:18][CH2:19][O:20][CH2:21][CH:22]([OH:48])[CH2:23][O:24][C:25]([C:40]1[CH:45]=[CH:44][C:43]([O:46][CH3:47])=[CH:42][CH:41]=1)([C:32]1[CH:37]=[CH:36][C:35]([O:38][CH3:39])=[CH:34][CH:33]=1)[C:26]1[CH:31]=[CH:30][CH:29]=[CH:28][CH:27]=1)=[O:15])([O-:3])=[O:2].Cl[C:50]1[C:55]([N+:56]([O-:58])=[O:57])=[CH:54][C:53]([N+:59]([O-:61])=[O:60])=[CH:52][N:51]=1.C(N(CC)CC)C.C(O)(=O)CC(CC(O)=O)(C(O)=O)O. Product: [N+:1]([C:4]1[CH:9]=[C:8]([N+:10]([O-:12])=[O:11])[CH:7]=[CH:6][C:5]=1[CH:13]([C:50]1[C:55]([N+:56]([O-:58])=[O:57])=[CH:54][C:53]([N+:59]([O-:61])=[O:60])=[CH:52][N:51]=1)[C:14]([O:16][CH2:17][CH2:18][CH2:19][O:20][CH2:21][CH:22]([OH:48])[CH2:23][O:24][C:25]([C:40]1[CH:41]=[CH:42][C:43]([O:46][CH3:47])=[CH:44][CH:45]=1)([C:32]1[CH:33]=[CH:34][C:35]([O:38][CH3:39])=[CH:36][CH:37]=1)[C:26]1[CH:31]=[CH:30][CH:29]=[CH:28][CH:27]=1)=[O:15])([O-:3])=[O:2]. The catalyst class is: 3.